This data is from Full USPTO retrosynthesis dataset with 1.9M reactions from patents (1976-2016). The task is: Predict the reactants needed to synthesize the given product. (1) Given the product [Cl:14][C:7]1[CH:8]=[C:9]2[C:4](=[CH:5][CH:6]=1)[N:3]=[C:2]([N:15]1[CH2:20][CH2:19][NH:18][CH2:17][CH2:16]1)[N:11]=[C:10]2[NH:12][NH2:13], predict the reactants needed to synthesize it. The reactants are: Cl[C:2]1[N:11]=[C:10]([NH:12][NH2:13])[C:9]2[C:4](=[CH:5][CH:6]=[C:7]([Cl:14])[CH:8]=2)[N:3]=1.[NH:15]1[CH2:20][CH2:19][NH:18][CH2:17][CH2:16]1. (2) Given the product [Br:1][C:2]1[C:7]([CH2:8][O:9][CH:13]2[CH2:14][CH2:15][CH2:16][CH2:17][O:12]2)=[CH:6][C:5]([O:10][CH:17]2[CH2:16][CH2:15][CH2:14][CH2:13][O:12]2)=[C:4]([F:11])[CH:3]=1, predict the reactants needed to synthesize it. The reactants are: [Br:1][C:2]1[C:7]([CH2:8][OH:9])=[CH:6][C:5]([OH:10])=[C:4]([F:11])[CH:3]=1.[O:12]1[CH:17]=[CH:16][CH2:15][CH2:14][CH2:13]1.